The task is: Regression/Classification. Given a drug SMILES string, predict its absorption, distribution, metabolism, or excretion properties. Task type varies by dataset: regression for continuous measurements (e.g., permeability, clearance, half-life) or binary classification for categorical outcomes (e.g., BBB penetration, CYP inhibition). Dataset: cyp2c9_veith.. This data is from CYP2C9 inhibition data for predicting drug metabolism from PubChem BioAssay. (1) The drug is Nc1ncnc2nn([C@H]3O[C@@H](CO)[C@@H](O)[C@H]3O)nc12. The result is 0 (non-inhibitor). (2) The drug is CC(C)C1=C[C@@]23CC[C@H]4[C@](C)(C(=O)O)CCC[C@]4(C)[C@@H]2C[C@@H]1[C@@H](C(=O)O)[C@@H]3C(=O)O. The result is 0 (non-inhibitor). (3) The molecule is CN(C)C(=O)c1ccc(-c2cncnc2-n2ccnc2)cc1. The result is 0 (non-inhibitor). (4) The molecule is O=C(Nc1cccc(F)c1)N1CC2(CCNCC2)C1. The result is 0 (non-inhibitor).